From a dataset of Full USPTO retrosynthesis dataset with 1.9M reactions from patents (1976-2016). Predict the reactants needed to synthesize the given product. The reactants are: Br[C:2]1[C:11]2[CH2:10][CH2:9][CH2:8][CH2:7][C:6]=2[CH:5]=[CH:4][CH:3]=1.C([Sn](CCCC)(CCCC)[C:17]1[CH:22]=[CH:21][CH:20]=[CH:19][N:18]=1)CCC.[Cl-].[Li+].[F-].[K+]. Given the product [C:2]1([C:17]2[CH:22]=[CH:21][CH:20]=[CH:19][N:18]=2)[C:11]2[CH2:10][CH2:9][CH2:8][CH2:7][C:6]=2[CH:5]=[CH:4][CH:3]=1, predict the reactants needed to synthesize it.